This data is from Reaction yield outcomes from USPTO patents with 853,638 reactions. The task is: Predict the reaction yield, written as a fraction of the theoretical maximum amount of product (1.0 means a 100% yield; for example, 0.34 means a 34% yield). (1) The catalyst is CN(C)C=O.C(OCC)(=O)C. The yield is 1.00. The product is [CH2:1]([S:8][CH:9]([CH:36]([O:39][CH3:40])[O:37][CH3:38])[CH2:10][NH:11][C:12]([C:14]1[N:15]([CH2:33][O:34][CH3:35])[C:16]2[C:21]([CH:22]=1)=[CH:20][CH:19]=[CH:18][C:17]=2[N:23]([CH3:41])[S:24]([C:27]1[CH:32]=[CH:31][CH:30]=[CH:29][N:28]=1)(=[O:26])=[O:25])=[O:13])[C:2]1[CH:3]=[CH:4][CH:5]=[CH:6][CH:7]=1. The reactants are [CH2:1]([S:8][CH:9]([CH:36]([O:39][CH3:40])[O:37][CH3:38])[CH2:10][NH:11][C:12]([C:14]1[N:15]([CH2:33][O:34][CH3:35])[C:16]2[C:21]([CH:22]=1)=[CH:20][CH:19]=[CH:18][C:17]=2[NH:23][S:24]([C:27]1[CH:32]=[CH:31][CH:30]=[CH:29][N:28]=1)(=[O:26])=[O:25])=[O:13])[C:2]1[CH:7]=[CH:6][CH:5]=[CH:4][CH:3]=1.[C:41](=O)([O-])[O-].[K+].[K+].CI. (2) The reactants are C([O:8][C:9]1[CH:14]=[C:13]([O:15]CC2C=CC=CC=2)[C:12]([C:23]([CH3:25])=[CH2:24])=[CH:11][C:10]=1[C:26]([N:28]1[CH2:36][C:35]2[C:30](=[CH:31][CH:32]=[CH:33][C:34]=2[O:37][CH2:38][CH2:39][O:40][CH2:41][CH2:42][O:43][CH3:44])[CH2:29]1)=[O:27])C1C=CC=CC=1. The catalyst is CO.[Pd]. The product is [OH:8][C:9]1[CH:14]=[C:13]([OH:15])[C:12]([CH:23]([CH3:25])[CH3:24])=[CH:11][C:10]=1[C:26]([N:28]1[CH2:36][C:35]2[C:30](=[CH:31][CH:32]=[CH:33][C:34]=2[O:37][CH2:38][CH2:39][O:40][CH2:41][CH2:42][O:43][CH3:44])[CH2:29]1)=[O:27]. The yield is 0.160. (3) The reactants are [CH:1]1([CH2:4][NH:5][C:6](=[O:30])[O:7][CH2:8][CH2:9][CH2:10][C:11]2[CH:16]=[CH:15][C:14]([OH:17])=[CH:13][C:12]=2[O:18][C:19]2[C:24]([Cl:25])=[CH:23][C:22]([C:26]([F:29])([F:28])[F:27])=[CH:21][N:20]=2)[CH2:3][CH2:2]1.C(=O)([O-])[O-].[K+].[K+].Cl[CH2:38][C:39]([N:41]([CH2:44][CH3:45])[CH2:42][CH3:43])=[O:40].Cl. The catalyst is CN(C)C=O. The product is [CH:1]1([CH2:4][NH:5][C:6](=[O:30])[O:7][CH2:8][CH2:9][CH2:10][C:11]2[CH:16]=[CH:15][C:14]([O:17][CH2:38][C:39]([N:41]([CH2:44][CH3:45])[CH2:42][CH3:43])=[O:40])=[CH:13][C:12]=2[O:18][C:19]2[C:24]([Cl:25])=[CH:23][C:22]([C:26]([F:29])([F:27])[F:28])=[CH:21][N:20]=2)[CH2:3][CH2:2]1. The yield is 0.810.